This data is from Catalyst prediction with 721,799 reactions and 888 catalyst types from USPTO. The task is: Predict which catalyst facilitates the given reaction. (1) Reactant: [F:1][C:2]1[CH:8]=[CH:7][C:5]([NH2:6])=[CH:4][C:3]=1[C:9]([F:12])([F:11])[F:10].C[Al](C)C.C[O:18][C:19]([C:21]1[C:25]2[CH:26]=[CH:27][C:28]([O:30][C:31]3[CH:36]=[CH:35][N:34]=[C:33]([NH2:37])[N:32]=3)=[CH:29][C:24]=2[O:23][CH:22]=1)=O.[NH4+].[Cl-]. Product: [F:1][C:2]1[CH:8]=[CH:7][C:5]([NH:6][C:19]([C:21]2[C:25]3[CH:26]=[CH:27][C:28]([O:30][C:31]4[CH:36]=[CH:35][N:34]=[C:33]([NH2:37])[N:32]=4)=[CH:29][C:24]=3[O:23][CH:22]=2)=[O:18])=[CH:4][C:3]=1[C:9]([F:10])([F:11])[F:12]. The catalyst class is: 247. (2) Reactant: [C:1]1([OH:7])[CH:6]=[CH:5][CH:4]=[CH:3][CH:2]=1.[H-].[Na+].Cl[C:11]1[C:16]([N+:17]([O-:19])=[O:18])=[C:15]([NH:20][CH2:21][CH2:22][O:23][CH2:24][CH2:25][CH2:26][C:27]2[CH:28]=[N:29][CH:30]=[CH:31][CH:32]=2)[CH:14]=[C:13]([CH3:33])[N:12]=1.O. Product: [CH3:33][C:13]1[N:12]=[C:11]([O:7][C:1]2[CH:6]=[CH:5][CH:4]=[CH:3][CH:2]=2)[C:16]([N+:17]([O-:19])=[O:18])=[C:15]([NH:20][CH2:21][CH2:22][O:23][CH2:24][CH2:25][CH2:26][C:27]2[CH:28]=[N:29][CH:30]=[CH:31][CH:32]=2)[CH:14]=1. The catalyst class is: 270. (3) Reactant: [Cl:1][C:2]1[CH:7]=[CH:6][C:5]([C:8]2[CH:13]=[N:12][N:11]3[C:14](=[O:17])[NH:15][N:16]=[C:10]3[C:9]=2[C:18]2[CH:23]=[CH:22][C:21]([Cl:24])=[CH:20][CH:19]=2)=[CH:4][CH:3]=1.C1C=CC(P(C2C=CC=CC=2)C2C=CC=CC=2)=CC=1.O[CH2:45][C@@H:46]1[NH:50][C:49](=[O:51])[CH2:48][CH2:47]1. Product: [Cl:1][C:2]1[CH:7]=[CH:6][C:5]([C:8]2[CH:13]=[N:12][N:11]3[C:14](=[O:17])[N:15]([CH2:45][C@H:46]4[CH2:47][CH2:48][C:49](=[O:51])[NH:50]4)[N:16]=[C:10]3[C:9]=2[C:18]2[CH:23]=[CH:22][C:21]([Cl:24])=[CH:20][CH:19]=2)=[CH:4][CH:3]=1. The catalyst class is: 1. (4) Reactant: [CH3:1][N:2]1[CH:6]=[C:5]([C:7]([OH:9])=O)[N:4]=[CH:3]1.O.ON1C2C=CC=CC=2N=N1.Cl.CN(C)CCCN=C=NCC.[C:33]1([C:39]2[CH:44]=[CH:43][N:42]=[C:41]([CH2:45][NH:46][CH2:47][CH2:48][CH3:49])[CH:40]=2)[CH:38]=[CH:37][CH:36]=[CH:35][CH:34]=1. Product: [CH3:1][N:2]1[CH:6]=[C:5]([C:7]([N:46]([CH2:45][C:41]2[CH:40]=[C:39]([C:33]3[CH:38]=[CH:37][CH:36]=[CH:35][CH:34]=3)[CH:44]=[CH:43][N:42]=2)[CH2:47][CH2:48][CH3:49])=[O:9])[N:4]=[CH:3]1. The catalyst class is: 9.